This data is from Merck oncology drug combination screen with 23,052 pairs across 39 cell lines. The task is: Regression. Given two drug SMILES strings and cell line genomic features, predict the synergy score measuring deviation from expected non-interaction effect. Drug 1: CC(=O)OC1C(=O)C2(C)C(O)CC3OCC3(OC(C)=O)C2C(OC(=O)c2ccccc2)C2(O)CC(OC(=O)C(O)C(NC(=O)c3ccccc3)c3ccccc3)C(C)=C1C2(C)C. Drug 2: COC1=C2CC(C)CC(OC)C(O)C(C)C=C(C)C(OC(N)=O)C(OC)C=CC=C(C)C(=O)NC(=CC1=O)C2=O. Cell line: RKO. Synergy scores: synergy=6.69.